This data is from Reaction yield outcomes from USPTO patents with 853,638 reactions. The task is: Predict the reaction yield, written as a fraction of the theoretical maximum amount of product (1.0 means a 100% yield; for example, 0.34 means a 34% yield). (1) The reactants are [CH3:1][O:2][C:3]1[CH:8]=[CH:7][C:6]([Mg]Br)=[CH:5][CH:4]=1.[NH:11]1[C:21]2[C:16](=[CH:17][CH:18]=[CH:19][CH:20]=2)[C:14](=[O:15])[C:12]1=[O:13]. The catalyst is C1COCC1. The product is [OH:15][C:14]1([C:6]2[CH:7]=[CH:8][C:3]([O:2][CH3:1])=[CH:4][CH:5]=2)[C:16]2[C:21](=[CH:20][CH:19]=[CH:18][CH:17]=2)[NH:11][C:12]1=[O:13]. The yield is 0.520. (2) The reactants are [CH2:1]([O:8][C:9]1[CH:16]=[CH:15][C:12]([CH:13]=[O:14])=[C:11]([OH:17])[CH:10]=1)[C:2]1[CH:7]=[CH:6][CH:5]=[CH:4][CH:3]=1.Br[CH2:19][CH2:20][CH2:21][C:22]([O:24][CH2:25][CH3:26])=[O:23].C([O-])([O-])=O.[Cs+].[Cs+].Cl. The catalyst is CN(C=O)C. The product is [CH2:1]([O:8][C:9]1[CH:16]=[CH:15][C:12]([CH:13]=[O:14])=[C:11]([CH:10]=1)[O:17][CH2:19][CH2:20][CH2:21][C:22]([O:24][CH2:25][CH3:26])=[O:23])[C:2]1[CH:3]=[CH:4][CH:5]=[CH:6][CH:7]=1. The yield is 0.660. (3) The reactants are [N+:1]([C:4]1[CH:9]=[CH:8][N+:7]([O-])=[C:6]([CH3:11])[CH:5]=1)([O-:3])=[O:2].[C:12]([O:15]C(=O)C)(=[O:14])[CH3:13]. No catalyst specified. The product is [N+:1]([C:4]1[CH:9]=[CH:8][N:7]=[C:6]([CH2:11][O:15][C:12](=[O:14])[CH3:13])[CH:5]=1)([O-:3])=[O:2]. The yield is 0.275. (4) The reactants are CC1(C)[N:6]([C:7]([O:9][CH2:10][C:11]2[CH:16]=[CH:15][CH:14]=[CH:13][CH:12]=2)=[O:8])[C:5]([CH2:22][CH2:23][CH2:24][CH2:25][B:26]2[O:30][C:29]([CH3:32])([CH3:31])[C:28]([CH3:34])([CH3:33])[O:27]2)([C:17]([O:19][CH2:20][CH3:21])=[O:18])[CH2:4][O:3]1.C[Si](OS(C(F)(F)F)(=O)=O)(C)C. The catalyst is ClCCl. The product is [CH2:10]([O:9][C:7]([NH:6][C:5]([CH2:4][OH:3])([CH2:22][CH2:23][CH2:24][CH2:25][B:26]1[O:30][C:29]([CH3:31])([CH3:32])[C:28]([CH3:34])([CH3:33])[O:27]1)[C:17]([O:19][CH2:20][CH3:21])=[O:18])=[O:8])[C:11]1[CH:12]=[CH:13][CH:14]=[CH:15][CH:16]=1. The yield is 0.560. (5) The reactants are C[O:2][C:3](=[O:27])[C:4]([NH:7][C:8]1[CH:13]=[CH:12][CH:11]=[C:10]([CH:14]2[C:23]([CH3:25])([CH3:24])[CH2:22][C:21]3[C:16](=[CH:17][CH:18]=[C:19]([Cl:26])[CH:20]=3)[NH:15]2)[CH:9]=1)([CH3:6])[CH3:5].Cl. The catalyst is O1CCCC1.[OH-].[Li+].O. The product is [Cl:26][C:19]1[CH:20]=[C:21]2[C:16](=[CH:17][CH:18]=1)[NH:15][CH:14]([C:10]1[CH:9]=[C:8]([NH:7][C:4]([CH3:6])([CH3:5])[C:3]([OH:27])=[O:2])[CH:13]=[CH:12][CH:11]=1)[C:23]([CH3:25])([CH3:24])[CH2:22]2. The yield is 0.110. (6) The reactants are C([N:8]1[CH2:13][CH2:12][O:11][CH2:10][C@@:9]1([CH3:24])[C:14]([O:16]CC1C=CC=CC=1)=[O:15])C1C=CC=CC=1. The catalyst is [Pd]. The product is [CH3:24][C@@:9]1([C:14]([OH:16])=[O:15])[CH2:10][O:11][CH2:12][CH2:13][NH:8]1. The yield is 0.670. (7) The reactants are [F:1][C:2]([F:42])([F:41])[C:3]1[CH:4]=[C:5]([C@H:13]([N:15]([CH3:40])[C:16]([N:18]2[CH2:31][CH2:30][C@@:21]3([NH:25][CH2:24][CH2:23][CH:22]3[C:26]([O:28]C)=[O:27])[CH2:20][C@@H:19]2[C:32]2[CH:37]=[CH:36][C:35]([F:38])=[CH:34][C:33]=2[CH3:39])=[O:17])[CH3:14])[CH:6]=[C:7]([C:9]([F:12])([F:11])[F:10])[CH:8]=1.O[Li:44].O.O1CCCC1. The catalyst is CO.O. The product is [F:42][C:2]([F:1])([F:41])[C:3]1[CH:4]=[C:5]([C@H:13]([N:15]([CH3:40])[C:16]([N:18]2[CH2:31][CH2:30][C@@:21]3([NH:25][CH2:24][CH2:23][C@@H:22]3[C:26]([O-:28])=[O:27])[CH2:20][C@@H:19]2[C:32]2[CH:37]=[CH:36][C:35]([F:38])=[CH:34][C:33]=2[CH3:39])=[O:17])[CH3:14])[CH:6]=[C:7]([C:9]([F:10])([F:11])[F:12])[CH:8]=1.[Li+:44]. The yield is 0.960.